From a dataset of Full USPTO retrosynthesis dataset with 1.9M reactions from patents (1976-2016). Predict the reactants needed to synthesize the given product. (1) Given the product [CH3:19][O:9][C@@H:8]1[C@H:10]([OH:11])[C@@H:12]([CH2:13][OH:14])[O:15][C@H:7]1[N:6]1[CH:16]=[C:2]([CH3:1])[C:3](=[O:18])[NH:4][C:5]1=[S:17], predict the reactants needed to synthesize it. The reactants are: [CH3:1][C:2]1[C:3](=[O:18])[NH:4][C:5](=[S:17])[N:6]([CH:16]=1)[C@@H:7]1[O:15][C@H:12]([CH2:13][OH:14])[C@@H:10]([OH:11])[C@H:8]1[OH:9].[CH2:19]([Sn](=O)CCCC)CCC.CI. (2) Given the product [CH2:4]([O:3][C:1]([C:6]1([CH2:12][CH:13]=[CH2:14])[CH2:10][CH2:9][CH2:8][C:7]1=[N:24][NH:23][C:17]1[CH:18]=[C:19]([Cl:22])[CH:20]=[CH:21][C:16]=1[Cl:15])=[O:2])[CH3:5], predict the reactants needed to synthesize it. The reactants are: [C:1]([C:6]1([CH2:12][CH:13]=[CH2:14])[CH2:10][CH2:9][CH2:8][C:7]1=O)([O:3][CH2:4][CH3:5])=[O:2].[Cl:15][C:16]1[CH:21]=[CH:20][C:19]([Cl:22])=[CH:18][C:17]=1[NH:23][NH2:24].C([O-])(=O)C.[Na+].